From a dataset of Forward reaction prediction with 1.9M reactions from USPTO patents (1976-2016). Predict the product of the given reaction. (1) Given the reactants C([O:3][C:4](=[O:34])[CH2:5][N:6]([S:28]([N:31]([CH3:33])[CH3:32])(=[O:30])=[O:29])[CH2:7][C:8]1[CH:13]=[CH:12][C:11]([O:14][CH2:15][C:16]2[N:17]=[C:18]([C:22]3[CH:27]=[CH:26][CH:25]=[CH:24][CH:23]=3)[O:19][C:20]=2[CH3:21])=[CH:10][CH:9]=1)C.O.[OH-].[Li+], predict the reaction product. The product is: [CH3:32][N:31]([S:28]([N:6]([CH2:5][C:4]([OH:34])=[O:3])[CH2:7][C:8]1[CH:9]=[CH:10][C:11]([O:14][CH2:15][C:16]2[N:17]=[C:18]([C:22]3[CH:23]=[CH:24][CH:25]=[CH:26][CH:27]=3)[O:19][C:20]=2[CH3:21])=[CH:12][CH:13]=1)(=[O:29])=[O:30])[CH3:33]. (2) Given the reactants [C:1]([CH:3]([CH2:9][CH2:10]/[C:11](/[C:19]1[CH:24]=[CH:23][C:22]([F:25])=[CH:21][CH:20]=1)=[N:12]\[S@@:13]([C:15]([CH3:18])([CH3:17])[CH3:16])=[O:14])[C:4]([O:6][CH2:7][CH3:8])=[O:5])#[N:2].[BH4-].[Na+], predict the reaction product. The product is: [C:1]([CH:3]([CH2:9][CH2:10][C@H:11]([C:19]1[CH:24]=[CH:23][C:22]([F:25])=[CH:21][CH:20]=1)[NH:12][S@@:13]([C:15]([CH3:18])([CH3:16])[CH3:17])=[O:14])[C:4]([O:6][CH2:7][CH3:8])=[O:5])#[N:2]. (3) The product is: [Cl:17][C:7]1[CH:8]=[C:9]2[C:4](=[CH:5][CH:6]=1)[N:3]([CH3:18])[C:2]([C:24]1[CH:29]=[CH:28][CH:27]=[CH:26][N:25]=1)=[C:10]2[CH2:11][CH2:12][C:13]([O:15][CH3:16])=[O:14]. Given the reactants Br[C:2]1[N:3]([CH3:18])[C:4]2[C:9]([C:10]=1[CH2:11][CH2:12][C:13]([O:15][CH3:16])=[O:14])=[CH:8][C:7]([Cl:17])=[CH:6][CH:5]=2.C([Sn](CCCC)(CCCC)[C:24]1[CH:29]=[CH:28][CH:27]=[CH:26][N:25]=1)CCC, predict the reaction product. (4) The product is: [Cl:1][C:2]1[C:3]2[CH:13]=[CH:12][CH:11]=[CH:10][C:4]=2[S:5][C:6]=1[CH2:7][OH:8]. Given the reactants [Cl:1][C:2]1[C:3]2[CH:13]=[CH:12][CH:11]=[CH:10][C:4]=2[S:5][C:6]=1[C:7](O)=[O:8], predict the reaction product. (5) Given the reactants [NH2:1][C@H:2]([C:7]([OH:9])=[O:8])[C:3]([SH:6])([CH3:5])[CH3:4].Br[CH2:11][C:12](=O)[C:13]([O:15]CC)=[O:14].C(=O)(O)[O-].[Na+], predict the reaction product. The product is: [CH3:4][C:3]1([CH3:5])[CH:2]([C:7]([OH:9])=[O:8])[NH:1][C:12]([C:13]([OH:15])=[O:14])=[CH:11][S:6]1. (6) Given the reactants [CH2:1]([N:3]([CH2:24][CH3:25])[C:4]([C:6]1[CH:11]=[CH:10][C:9]([CH:12]([C:16]2[CH:21]=[CH:20][CH:19]=[C:18]([O:22][CH3:23])[CH:17]=2)[CH2:13][CH2:14]O)=[CH:8][CH:7]=1)=[O:5])[CH3:2].C1(P(C2C=CC=CC=2)C2C=CC=CC=2)C=CC=CC=1.C(Br)(Br)(Br)[Br:46].O, predict the reaction product. The product is: [Br:46][CH2:14][CH2:13][CH:12]([C:9]1[CH:10]=[CH:11][C:6]([C:4](=[O:5])[N:3]([CH2:24][CH3:25])[CH2:1][CH3:2])=[CH:7][CH:8]=1)[C:16]1[CH:21]=[CH:20][CH:19]=[C:18]([O:22][CH3:23])[CH:17]=1. (7) The product is: [CH3:21][CH:22]1[CH2:23][CH2:24][N:25]([C:28]2[C:33]([CH2:34][NH:35][C:12]([NH:11][C:4]3[C:5]4[C:10](=[CH:9][CH:8]=[CH:7][CH:6]=4)[N:1]=[CH:2][CH:3]=3)=[O:20])=[CH:32][CH:31]=[C:30]([C:36]([F:39])([F:37])[F:38])[N:29]=2)[CH2:26][CH2:27]1. Given the reactants [N:1]1[C:10]2[C:5](=[CH:6][CH:7]=[CH:8][CH:9]=2)[C:4]([NH:11][C:12](=[O:20])OC2C=CC=CC=2)=[CH:3][CH:2]=1.[CH3:21][CH:22]1[CH2:27][CH2:26][N:25]([C:28]2[C:33]([CH2:34][NH2:35])=[CH:32][CH:31]=[C:30]([C:36]([F:39])([F:38])[F:37])[N:29]=2)[CH2:24][CH2:23]1.C(N(CC)CC)C, predict the reaction product. (8) Given the reactants Cl[C:2]1[C:7]([C:8]([F:11])([F:10])[F:9])=[CH:6][N:5]=[C:4]([NH:12][C:13]2[CH:27]=[CH:26][C:16]([CH2:17][P:18](=[O:25])([O:22][CH2:23][CH3:24])[O:19][CH2:20][CH3:21])=[CH:15][C:14]=2[O:28][CH3:29])[N:3]=1.[NH2:30][C:31]1[CH:32]=[CH:33][C:34]([N:42]2[CH2:47][CH2:46][NH:45][CH:44]([C:48]([O:50]C)=[O:49])[CH2:43]2)=[C:35]2[C:39]=1[C:38](=[O:40])[N:37]([CH3:41])[CH2:36]2.[F:52][C:53]([F:58])([F:57])[C:54]([OH:56])=[O:55].C(O)C(F)(F)F.O.[OH-].[Li+], predict the reaction product. The product is: [CH2:20]([O:19][P:18]([CH2:17][C:16]1[CH:26]=[CH:27][C:13]([NH:12][C:4]2[N:3]=[C:2]([NH:30][C:31]3[CH:32]=[CH:33][C:34]([N:42]4[CH2:47][CH2:46][NH:45][CH:44]([C:48]([OH:50])=[O:49])[CH2:43]4)=[C:35]4[C:39]=3[C:38](=[O:40])[N:37]([CH3:41])[CH2:36]4)[C:7]([C:8]([F:11])([F:10])[F:9])=[CH:6][N:5]=2)=[C:14]([O:28][CH3:29])[CH:15]=1)([O:22][CH2:23][CH3:24])=[O:25])[CH3:21].[F:52][C:53]([F:58])([F:57])[C:54]([OH:56])=[O:55].